From a dataset of Experimentally validated miRNA-target interactions with 360,000+ pairs, plus equal number of negative samples. Binary Classification. Given a miRNA mature sequence and a target amino acid sequence, predict their likelihood of interaction. (1) Result: 1 (interaction). The miRNA is mmu-miR-21a-5p with sequence UAGCUUAUCAGACUGAUGUUGA. The protein sequence of the target gene is MELSGEYVGCDGEPQRLRVSCEASGDADPLQSLSAGVVRMKELVAEFFGTLVEQDAQGLAEDPDDALDGDDEDDAEDENNSGRTNSDGPSAKRPKPAS. (2) The miRNA is hsa-miR-346 with sequence UGUCUGCCCGCAUGCCUGCCUCU. The protein sequence of the target gene is MAGKLKPLNVEAPEATEEAEGQAKSLKTEDLLAMVIKLQKEGSLEPQIEDLISRINDLQQAKKKSSEELRETHSLWEALHRELDSLNGEKVHLEEVLGKKQEALRILQMHCQEKESEAQRLDVRGQLEDLMGQHKDLWEFHMLEQRLAREIRALERSKEQLLSERRLVRAKLREVERRLHSPPEVEGAMAVNDGLKAELEIFGEQVRSAPEVGAGEGEAGPELPRARDEEDPEPPVAAPDAL. Result: 0 (no interaction).